From a dataset of Experimentally validated miRNA-target interactions with 360,000+ pairs, plus equal number of negative samples. Binary Classification. Given a miRNA mature sequence and a target amino acid sequence, predict their likelihood of interaction. The miRNA is mmu-miR-3473c with sequence UCUCUCCAGCCCCCAUAAUAAG. The protein sequence of the target gene is MNHKSKKRIREAKRSARPELKDSLDWTRHNYYESFSLSPAAVADNVERADALQLSVEEFVERYERPYKPVVLLNAQEGWSAQEKWTLERLKRKYRNQKFKCGEDNDGYSVKMKMKYYIEYMESTRDDSPLYIFDSSYGEHPKRRKLLEDYKVPKFFTDDLFQYAGEKRRPPYRWFVMGPPRSGTGIHIDPLGTSAWNALVQGHKRWCLFPTSTPRELIKVTRDEGGNQQDEAITWFNVIYPRTQLPTWPPEFKPLEILQKPGETVFVPGGWWHVVLNLDTTIAITQNFASSTNFPVVWHK.... Result: 0 (no interaction).